This data is from Full USPTO retrosynthesis dataset with 1.9M reactions from patents (1976-2016). The task is: Predict the reactants needed to synthesize the given product. (1) Given the product [C:19]([C:17]1[CH:18]=[C:13]([NH:12][C:10](=[O:11])[CH2:9][OH:8])[C:14]([O:33][CH3:34])=[C:15]([NH:23][C:24](=[O:32])[O:25][C:26]2[CH:31]=[CH:30][CH:29]=[CH:28][CH:27]=2)[CH:16]=1)([CH3:22])([CH3:20])[CH3:21], predict the reactants needed to synthesize it. The reactants are: C([O:8][CH2:9][C:10]([NH:12][C:13]1[C:14]([O:33][CH3:34])=[C:15]([NH:23][C:24](=[O:32])[O:25][C:26]2[CH:31]=[CH:30][CH:29]=[CH:28][CH:27]=2)[CH:16]=[C:17]([C:19]([CH3:22])([CH3:21])[CH3:20])[CH:18]=1)=[O:11])C1C=CC=CC=1. (2) Given the product [ClH:28].[N:16]12[CH2:17][CH2:20][CH:31]([CH2:12][CH2:15]1)[C@H:30]([N:11]([C:12]([C:15]1[N:16]=[C:17]([C:20]3[CH:21]=[CH:22][C:23]([F:26])=[CH:24][CH:25]=3)[S:18][CH:19]=1)([CH3:13])[CH3:14])[C:10](=[O:27])[OH:9])[CH2:29]2, predict the reactants needed to synthesize it. The reactants are: N12CCC(CC1)[C@H]([O:9][C:10](=[O:27])[NH:11][C:12]([C:15]1[N:16]=[C:17]([C:20]3[CH:25]=[CH:24][C:23]([F:26])=[CH:22][CH:21]=3)[S:18][CH:19]=1)([CH3:14])[CH3:13])C2.[ClH:28].[CH3:29][CH:30](O)[CH3:31].